The task is: Predict the product of the given reaction.. This data is from Forward reaction prediction with 1.9M reactions from USPTO patents (1976-2016). (1) The product is: [Cl:1][C:2]1[CH:10]=[C:9]2[C:5]([C:6]([C:13]#[N:15])=[N:7][NH:8]2)=[CH:4][CH:3]=1. Given the reactants [Cl:1][C:2]1[CH:10]=[C:9]2[C:5]([C:6](I)=[N:7][NH:8]2)=[CH:4][CH:3]=1.C[C:13]([N:15](C)C)=O, predict the reaction product. (2) Given the reactants [OH:1][CH2:2][C:3]1[C:4]([C:12]([OH:15])([CH3:14])[CH3:13])=[N:5][N:6]2[CH:11]=[CH:10][CH:9]=[CH:8][C:7]=12, predict the reaction product. The product is: [OH:15][C:12]([C:4]1[C:3]([CH:2]=[O:1])=[C:7]2[CH:8]=[CH:9][CH:10]=[CH:11][N:6]2[N:5]=1)([CH3:13])[CH3:14].